Dataset: Forward reaction prediction with 1.9M reactions from USPTO patents (1976-2016). Task: Predict the product of the given reaction. (1) The product is: [CH:28]1([CH2:31][C:16]2([C:18]#[N:19])[CH2:15][CH:14]([CH2:13][O:20][CH2:21][C:22]3[CH:23]=[CH:24][C:25]([O:36][CH3:35])=[CH:26][CH:27]=3)[CH2:17]2)[CH2:30][CH2:29]1. Given the reactants C[Si]([N-][Si](C)(C)C)(C)C.[K+].CO[CH:13]([O:20][CH2:21][C:22]1[CH:27]=[CH:26][CH:25]=[CH:24][CH:23]=1)[CH:14]1[CH2:17][CH:16]([C:18]#[N:19])[CH2:15]1.[CH:28]1([CH2:31]Br)[CH2:30][CH2:29]1.C1C[O:36][CH2:35]C1, predict the reaction product. (2) Given the reactants Br[CH2:2][C:3](=[O:22])[C@@H:4]([NH:14][C:15](=[O:21])[O:16][C:17]([CH3:20])([CH3:19])[CH3:18])[CH2:5][C:6]1[CH:11]=[C:10]([F:12])[CH:9]=[C:8]([F:13])[CH:7]=1.[C@@H:23]1([NH2:33])[C:32]2[C:27](=[CH:28][CH:29]=[CH:30][CH:31]=2)CCC1.[CH:34]([OH:37])(C)C, predict the reaction product. The product is: [F:13][C:8]1[CH:7]=[C:6]([CH:11]=[C:10]([F:12])[CH:9]=1)[CH2:5][C@H:4]([NH:14][C:15](=[O:21])[O:16][C:17]([CH3:20])([CH3:19])[CH3:18])[C:3](=[O:22])[CH2:2][NH:33][CH2:23][C:32]1[CH:31]=[CH:30][CH:29]=[C:28]([O:37][CH3:34])[CH:27]=1. (3) The product is: [OH:10][C:9]1[CH:8]=[C:7]([O:11][CH2:18][O:19][CH3:20])[CH:6]=[CH:5][C:4]=1[C:2](=[O:3])[CH3:1]. Given the reactants [CH3:1][C:2]([C:4]1[CH:5]=[CH:6][C:7]([OH:11])=[CH:8][C:9]=1[OH:10])=[O:3].C(=O)([O-])[O-].[K+].[K+].[CH3:18][O:19][CH:20](Cl)Cl, predict the reaction product.